The task is: Predict which catalyst facilitates the given reaction.. This data is from Catalyst prediction with 721,799 reactions and 888 catalyst types from USPTO. (1) Reactant: [H-].[Na+].[OH:3][CH:4]([CH2:10][C:11]1[CH:16]=[CH:15][C:14]([O:17][CH2:18][C:19]2[CH:24]=[CH:23][CH:22]=[CH:21][CH:20]=2)=[CH:13][CH:12]=1)[C:5]([O:7][CH2:8][CH3:9])=[O:6].[CH2:25](I)[CH3:26]. Product: [CH2:25]([O:3][CH:4]([CH2:10][C:11]1[CH:16]=[CH:15][C:14]([O:17][CH2:18][C:19]2[CH:24]=[CH:23][CH:22]=[CH:21][CH:20]=2)=[CH:13][CH:12]=1)[C:5]([O:7][CH2:8][CH3:9])=[O:6])[CH3:26]. The catalyst class is: 9. (2) Reactant: [CH2:1]([N:8]1[CH:12]=[CH:11][N:10]=[CH:9]1)[C:2]1[CH:7]=[CH:6][CH:5]=[CH:4][CH:3]=1.C([Li])CCC.[CH2:18]([CH:20]([CH2:23][CH3:24])[CH:21]=[O:22])[CH3:19].[NH4+].[Cl-]. Product: [CH2:1]([N:8]1[CH:12]=[CH:11][N:10]=[C:9]1[CH:21]([OH:22])[CH:20]([CH2:23][CH3:24])[CH2:18][CH3:19])[C:2]1[CH:3]=[CH:4][CH:5]=[CH:6][CH:7]=1. The catalyst class is: 28.